Task: Binary Classification. Given a drug SMILES string, predict its activity (active/inactive) in a high-throughput screening assay against a specified biological target.. Dataset: Cav3 T-type calcium channel HTS with 100,875 compounds (1) The compound is Clc1cc(N\N=C2\c3n(N=C2N)c(=N)c(cn3)C(OCC)=O)ccc1. The result is 0 (inactive). (2) The drug is Clc1ccc(Cc2nc(on2)COc2c(OC)cccc2)cc1. The result is 1 (active). (3) The drug is s1c2ncn(CC(=O)N3CCOCC3)c(=O)c2c(c2ccc(cc2)C)c1. The result is 0 (inactive). (4) The compound is s1c(c(nc1N)C(OCC)=O)C(OCC)=O. The result is 0 (inactive). (5) The compound is n1(c(nc2c1cccc2)CC(C)(C)C)CCc1ccccc1. The result is 1 (active). (6) The drug is S=C(Nc1c(N2CCC(CC2)C)cccc1)NC(=O)c1occc1. The result is 0 (inactive). (7) The molecule is O(C(=O)C1CCN(CC1)c1c2c(ncc1C(=O)c1ccccc1)ccc(c2)CC)CC. The result is 0 (inactive). (8) The drug is S(=O)(=O)(N1CCOCC1)c1c(ccc(c1)C(=O)Nc1sc(nn1)C)C. The result is 0 (inactive). (9) The compound is S(CC(=O)Nc1cc2c(cc1)C(OC2)=O)c1n(ccn1)C. The result is 0 (inactive).